From a dataset of Drug-target binding data from BindingDB using IC50 measurements. Regression. Given a target protein amino acid sequence and a drug SMILES string, predict the binding affinity score between them. We predict pIC50 (pIC50 = -log10(IC50 in M); higher means more potent). Dataset: bindingdb_ic50. (1) The small molecule is Cn1c(=O)c(S(=O)(=O)c2ccc(F)cc2F)cc2cnc(Nc3ccc4[nH]ccc4c3)nc21. The target protein (Q6P2M8) has sequence MLLLKKHTEDISSVYEIRERLGSGAFSEVVLAQERGSAHLVALKCIPKKALRGKEALVENEIAVLRRISHPNIVALEDVHESPSHLYLAMELVTGGELFDRIMERGSYTEKDASHLVGQVLGAVSYLHSLGIVHRDLKPENLLYATPFEDSKIMVSDFGLSKIQAGNMLGTACGTPGYVAPELLEQKPYGKAVDVWALGVISYILLCGYPPFYDESDPELFSQILRASYEFDSPFWDDISESAKDFIRHLLERDPQKRFTCQQALRHLWISGDTAFDRDILGSVSEQIRKNFARTHWKRAFNATSFLRHIRKLGQIPEGEGASEQGMARHSHSGLRAGQPPKW. The pIC50 is 5.0. (2) The drug is COc1ccc(OCCCC(=O)O)c(Cc2cnc3nc(N)nc(N)c3c2C)c1. The target protein (P16184) has sequence MNQQKSLTLIVALTTSYGIGRSNSLPWKLKKEISYFKRVTSFVPTFDSFESMNVVLMGRKTWESIPLQFRPLKGRINVVITRNESLDLGNGIHSAKSLDHALELLYRTYGSESSVQINRIFVIGGAQLYKAAMDHPKLDRIMATIIYKDIHCDVFFPLKFRDKEWSSVWKKEKHSDLESWVGTKVPHGKINEDGFDYEFEMWTRDL. The pIC50 is 9.6. (3) The drug is c1ccc(-n2cccc2-c2nc(N3CC3)nc(N3CC3)n2)cc1. The target protein (P0A7A9) has sequence MSLLNVPAGKDLPEDIYVVIEIPANADPIKYEIDKESGALFVDRFMSTAMFYPCNYGYINHTLSLDGDPVDVLVPTPYPLQPGSVIRCRPVGVLKMTDEAGEDAKLVAVPHSKLSKEYDHIKDVNDLPELLKAQIAHFFEHYKDLEKGKWVKVEGWENAEAAKAEIVASFERAKNK. The pIC50 is 3.6. (4) The compound is Cc1nccn1CCCCc1ccc(CC(=O)N[C@@H](CO)C(=O)N[C@@H](CCCCN)C(=O)NCCC2CCCCC2)cc1. The target protein (P14743) has sequence MSEEDKAKKLENLLKLLQLNNDDTSKFTQEQKKAMKDHKFWRTQPVKDFDEKVVEEGPIDKPKTPEDISDKPLPLLSSFEWCSIDVDNKKQLEDVFVLLNENYVEDRDAGFRFNYTKEFFNWALKSPGWKKDWHIGVRVKETQKLVAFISAIPVTLGVRGKQVPSVEINFLCVHKQLRSKRLTPVLIKEITRRVNKCDIWHALYTAGIVLPAPVSTCRYTHRPLNWKKLYEVDFTGLPDGHTEEDMIAENALPAKTKTAGLRKLKKEDIDQVFELFKRYQSRFELIQIFTKEEFEHNFIGEESLPLDKQVIFSYVVEQPDGKITDFFSFYSLPFTILNNTKYKDLGIGYLYYYATDADFQFKDRFDPKATKALKTRLCELIYDACILAKNANMDVFNALTSQDNTLFLDDLKFGPGDGFLNFYLFNYRAKPITGGLNPDNSNDIKRRSNVGVVML. The pIC50 is 7.6. (5) The small molecule is CC(c1c[nH]nc1-c1ccccc1)N1CCC(CCC(=O)Nc2ccccc2)CC1. The target protein (P9WHH1) has sequence MTAPPVHDRAHHPVRDVIVIGSGPAGYTAALYAARAQLAPLVFEGTSFGGALMTTTDVENYPGFRNGITGPELMDEMREQALRFGADLRMEDVESVSLHGPLKSVVTADGQTHRARAVILAMGAAARYLQVPGEQELLGRGVSSCATCDGFFFRDQDIAVIGGGDSAMEEATFLTRFARSVTLVHRRDEFRASKIMLDRARNNDKIRFLTNHTVVAVDGDTTVTGLRVRDTNTGAETTLPVTGVFVAIGHEPRSGLVREAIDVDPDGYVLVQGRTTSTSLPGVFAAGDLVDRTYRQAVTAAGSGCAAAIDAERWLAEHAATGEADSTDALIGAQR. The pIC50 is 4.8. (6) The small molecule is CCOC(=O)Cn1c(=O)sn(C)c1=O. The target is XTSFAESXKPVQQPSAFGS. The pIC50 is 5.7.